Dataset: Reaction yield outcomes from USPTO patents with 853,638 reactions. Task: Predict the reaction yield, written as a fraction of the theoretical maximum amount of product (1.0 means a 100% yield; for example, 0.34 means a 34% yield). (1) The reactants are [Br:1][C:2]1[CH:7]=[CH:6][CH:5]=[CH:4][C:3]=1[CH2:8][C:9]([OH:11])=[O:10].Cl.[CH3:13]O. No catalyst specified. The product is [CH3:13][O:10][C:9](=[O:11])[CH2:8][C:3]1[CH:4]=[CH:5][CH:6]=[CH:7][C:2]=1[Br:1]. The yield is 0.960. (2) The reactants are [NH2:1][C:2]1[CH:3]=[C:4]([CH:17]=[CH:18][CH:19]=1)[O:5][C:6]1[C:15]2[NH:14][C:13](=[O:16])[CH:12]=[N:11][C:10]=2[N:9]=[CH:8][CH:7]=1.[C:20]([C:24]1[CH:28]=[C:27]([N:29]=[C:30]=[O:31])[N:26]([C:32]2[CH:37]=[CH:36][CH:35]=[CH:34][CH:33]=2)[N:25]=1)([CH3:23])([CH3:22])[CH3:21]. No catalyst specified. The product is [C:20]([C:24]1[CH:28]=[C:27]([NH:29][C:30]([NH:1][C:2]2[CH:19]=[CH:18][CH:17]=[C:4]([O:5][C:6]3[C:15]4[NH:14][C:13](=[O:16])[CH:12]=[N:11][C:10]=4[N:9]=[CH:8][CH:7]=3)[CH:3]=2)=[O:31])[N:26]([C:32]2[CH:37]=[CH:36][CH:35]=[CH:34][CH:33]=2)[N:25]=1)([CH3:23])([CH3:21])[CH3:22]. The yield is 0.290. (3) The reactants are [CH3:1][C:2]1[CH:12]=[C:11]([C:13](=[N:21][O:22][CH2:23][C:24]2[CH:29]=[CH:28][C:27]([C:30]([F:33])([F:32])[F:31])=[CH:26][CH:25]=2)[CH2:14][C:15]2[CH:20]=[CH:19][CH:18]=[CH:17][CH:16]=2)[CH:10]=[CH:9][C:3]=1[O:4][CH2:5][C:6]([OH:8])=O.[NH:34]1[CH2:39][CH2:38][O:37][CH2:36][CH2:35]1.C1C=CC2N(O)N=NC=2C=1.CCN=C=NCCCN(C)C.Cl. The catalyst is CN(C=O)C.CN(C1C=CN=CC=1)C. The product is [CH3:1][C:2]1[CH:12]=[C:11]([C:13](=[N:21][O:22][CH2:23][C:24]2[CH:25]=[CH:26][C:27]([C:30]([F:31])([F:33])[F:32])=[CH:28][CH:29]=2)[CH2:14][C:15]2[CH:16]=[CH:17][CH:18]=[CH:19][CH:20]=2)[CH:10]=[CH:9][C:3]=1[O:4][CH2:5][C:6]([N:34]1[CH2:39][CH2:38][O:37][CH2:36][CH2:35]1)=[O:8]. The yield is 0.570. (4) The reactants are Br[C:2]1[CH:3]=[C:4]2[N:9]([CH:10]=1)[N:8]=[CH:7][N:6]=[C:5]2[OH:11].Br[C:13]1[CH:14]=[C:15]([C:18](OC)=O)[NH:16][CH:17]=1.N1C=CC=C(B(O)O)C=1. The catalyst is CN(C=O)C.C([O-])([O-])=O.[K+].[K+].C1C=CC([P]([Pd]([P](C2C=CC=CC=2)(C2C=CC=CC=2)C2C=CC=CC=2)([P](C2C=CC=CC=2)(C2C=CC=CC=2)C2C=CC=CC=2)[P](C2C=CC=CC=2)(C2C=CC=CC=2)C2C=CC=CC=2)(C2C=CC=CC=2)C2C=CC=CC=2)=CC=1. The product is [N:16]1[CH:17]=[CH:13][CH:14]=[C:18]([C:2]2[CH:3]=[C:4]3[N:9]([CH:10]=2)[N:8]=[CH:7][N:6]=[C:5]3[OH:11])[CH:15]=1. The yield is 0.650. (5) The reactants are [Cl:1][CH2:2][CH2:3][CH2:4][N:5]=[C:6]=[O:7].[CH3:8][C:9]1[CH:14]=[CH:13][N:12]=[CH:11][C:10]=1[NH2:15].C(OC(=O)C)C. The product is [Cl:1][CH2:2][CH2:3][CH2:4][NH:5][C:6]([NH:15][C:10]1[CH:11]=[N:12][CH:13]=[CH:14][C:9]=1[CH3:8])=[O:7]. The yield is 0.995. The catalyst is C1(C)C=CC=CC=1. (6) The reactants are [Li+].C[Si]([N-][Si](C)(C)C)(C)C.[C:11]1([N:17]2[CH2:22][CH2:21][C:20](=[O:23])[CH2:19][CH2:18]2)[CH:16]=[CH:15][CH:14]=[CH:13][CH:12]=1.C1(N([S:31]([C:34]([F:37])([F:36])[F:35])(=[O:33])=[O:32])[S:31]([C:34]([F:37])([F:36])[F:35])(=[O:33])=[O:32])C=CC=CC=1. The catalyst is C1COCC1. The product is [F:35][C:34]([F:37])([F:36])[S:31]([O:23][C:20]1[CH2:21][CH2:22][N:17]([C:11]2[CH:16]=[CH:15][CH:14]=[CH:13][CH:12]=2)[CH2:18][CH:19]=1)(=[O:33])=[O:32]. The yield is 0.580. (7) The reactants are [CH3:1][C:2]1[CH:3]=[CH:4][CH:5]=[C:6]2[C:11]=1[NH:10][C:9](=O)[CH:8]=[CH:7]2.P(Cl)(Cl)([Cl:15])=O. No catalyst specified. The product is [Cl:15][C:9]1[CH:8]=[CH:7][C:6]2[C:11](=[C:2]([CH3:1])[CH:3]=[CH:4][CH:5]=2)[N:10]=1. The yield is 0.630.